The task is: Predict the reactants needed to synthesize the given product.. This data is from Full USPTO retrosynthesis dataset with 1.9M reactions from patents (1976-2016). (1) Given the product [Br:22][C:23]1[CH:24]=[N:25][C:26]([C:9]2[CH:10]=[CH:11][C:4]([CH2:3][CH:2]([CH3:1])[CH3:21])=[C:5]([CH:8]=2)[C:6]#[N:7])=[N:27][CH:28]=1, predict the reactants needed to synthesize it. The reactants are: [CH3:1][CH:2]([CH3:21])[CH2:3][C:4]1[CH:11]=[CH:10][C:9](B2OC(C)(C)C(C)(C)O2)=[CH:8][C:5]=1[C:6]#[N:7].[Br:22][C:23]1[CH:24]=[N:25][C:26](I)=[N:27][CH:28]=1.C([O-])([O-])=O.[Na+].[Na+]. (2) Given the product [NH2:13][C:14]1[NH:1][C:2]2[CH:3]=[C:4]([C:5]([O:7][CH3:8])=[O:6])[CH:9]=[CH:10][C:11]=2[N:12]=1, predict the reactants needed to synthesize it. The reactants are: [NH2:1][C:2]1[CH:3]=[C:4]([CH:9]=[CH:10][C:11]=1[NH2:12])[C:5]([O:7][CH3:8])=[O:6].[N:13]#[C:14]Br.